From a dataset of Forward reaction prediction with 1.9M reactions from USPTO patents (1976-2016). Predict the product of the given reaction. (1) Given the reactants [C:1]([O:5]C1C=CC=CC=1CN(CC1C=CC=CN=1)CCCN1CCC(C2C=CC=CC=2)CC1)(C)(C)C.CO[CH:38]1[CH2:43][CH:42]([C:44]2[CH:49]=[CH:48][CH:47]=[CH:46][CH:45]=2)[CH2:41][CH2:40][NH:39]1.[C:50]([O:54][C:55]1[CH:75]=[CH:74][CH:73]=[CH:72][C:56]=1[CH2:57][N:58]([CH2:68][CH2:69][CH2:70]Cl)[CH2:59][CH2:60][NH:61][C:62](=[O:67])[C:63]([CH3:66])([CH3:65])[CH3:64])([CH3:53])([CH3:52])[CH3:51].C([O-])([O-])=O.[K+].[K+], predict the reaction product. The product is: [C:50]([O:54][C:55]1[CH:75]=[CH:74][CH:73]=[CH:72][C:56]=1[CH2:57][N:58]([CH2:68][CH2:69][CH2:70][N:39]1[CH2:38][CH2:43][CH:42]([C:44]2[CH:45]=[CH:46][CH:47]=[CH:48][C:49]=2[O:5][CH3:1])[CH2:41][CH2:40]1)[CH2:59][CH2:60][NH:61][C:62](=[O:67])[C:63]([CH3:66])([CH3:65])[CH3:64])([CH3:53])([CH3:52])[CH3:51]. (2) Given the reactants [CH3:1][O:2][C:3]([C@H:5]1[CH2:10][CH2:9][C@H:8]([CH2:11][N:12]2[C:16]3[CH:17]=[C:18]([C:21]([F:24])([F:23])[F:22])[CH:19]=[CH:20][C:15]=3[NH:14][C:13]2=[O:25])[CH2:7][CH2:6]1)=[O:4].[H-].[Na+].[CH3:28]I.O, predict the reaction product. The product is: [CH3:1][O:2][C:3]([C@H:5]1[CH2:10][CH2:9][C@H:8]([CH2:11][N:12]2[C:16]3[CH:17]=[C:18]([C:21]([F:24])([F:22])[F:23])[CH:19]=[CH:20][C:15]=3[N:14]([CH3:28])[C:13]2=[O:25])[CH2:7][CH2:6]1)=[O:4].